Task: Regression. Given a peptide amino acid sequence and an MHC pseudo amino acid sequence, predict their binding affinity value. This is MHC class I binding data.. Dataset: Peptide-MHC class I binding affinity with 185,985 pairs from IEDB/IMGT (1) The peptide sequence is AKIALAVYK. The MHC is HLA-B51:01 with pseudo-sequence HLA-B51:01. The binding affinity (normalized) is 0.0847. (2) The peptide sequence is NIFGRNLL. The MHC is Mamu-A07 with pseudo-sequence Mamu-A07. The binding affinity (normalized) is 0.0720. (3) The peptide sequence is FLSFASLFL. The MHC is HLA-B57:01 with pseudo-sequence HLA-B57:01. The binding affinity (normalized) is 0.0847. (4) The peptide sequence is DPNPQEVVL. The MHC is HLA-A68:02 with pseudo-sequence HLA-A68:02. The binding affinity (normalized) is 0.